From a dataset of Reaction yield outcomes from USPTO patents with 853,638 reactions. Predict the reaction yield, written as a fraction of the theoretical maximum amount of product (1.0 means a 100% yield; for example, 0.34 means a 34% yield). (1) The reactants are C[O:2][C:3](=O)[C:4]([N:7]1[CH:11]=[C:10]([Br:12])[CH:9]=[N:8]1)([CH3:6])[CH3:5].[H-].[H-].[H-].[H-].[Li+].[Al+3]. The catalyst is C1COCC1. The product is [Br:12][C:10]1[CH:9]=[N:8][N:7]([C:4]([CH3:6])([CH3:5])[CH2:3][OH:2])[CH:11]=1. The yield is 0.680. (2) The reactants are [Cl:1][C:2]1[CH:9]=[CH:8][CH:7]=[C:6]([F:10])[C:3]=1[CH:4]=O.[CH3:11][C:12]([CH3:14])=[O:13].[OH-].[K+]. The catalyst is C(O)C. The product is [Cl:1][C:2]1[CH:9]=[CH:8][CH:7]=[C:6]([F:10])[C:3]=1/[CH:4]=[CH:11]/[C:12](=[O:13])/[CH:14]=[CH:4]/[C:3]1[C:6]([F:10])=[CH:7][CH:8]=[CH:9][C:2]=1[Cl:1]. The yield is 0.517.